Dataset: Full USPTO retrosynthesis dataset with 1.9M reactions from patents (1976-2016). Task: Predict the reactants needed to synthesize the given product. (1) Given the product [O:1]1[C:5]2[CH:6]=[CH:7][C:8]([CH:10]3[CH2:11][NH:12]3)=[CH:9][C:4]=2[O:3][CH2:2]1, predict the reactants needed to synthesize it. The reactants are: [O:1]1[C:5]2[CH:6]=[CH:7][C:8]([C:10](=[N:12]O)[CH3:11])=[CH:9][C:4]=2[O:3][CH2:2]1.[H-].[Al+3].[Li+].[H-].[H-].[H-].C(NC(C)C)(C)C. (2) The reactants are: [OH-].[Na+].C([O:10][C:11]1[CH:47]=[CH:46][C:45]([O:48][CH:49]2[CH2:54][CH2:53][N:52]([C:55]([O:57][C:58]([CH3:61])([CH3:60])[CH3:59])=[O:56])[CH2:51][CH2:50]2)=[CH:44][C:12]=1[C:13]([NH:15][C:16]1[CH:37]=[C:36]([C:38]2[CH:43]=[CH:42][CH:41]=[CH:40][CH:39]=2)[CH:35]=[CH:34][C:17]=1[C:18]([O:20]C1CCN(C(OC(C)(C)C)=O)CC1)=[O:19])=[O:14])C1C=CC=CC=1. Given the product [C:58]([O:57][C:55]([N:52]1[CH2:53][CH2:54][CH:49]([O:48][C:45]2[CH:46]=[CH:47][C:11]([OH:10])=[C:12]([CH:44]=2)[C:13]([NH:15][C:16]2[CH:37]=[C:36]([C:38]3[CH:39]=[CH:40][CH:41]=[CH:42][CH:43]=3)[CH:35]=[CH:34][C:17]=2[C:18]([OH:20])=[O:19])=[O:14])[CH2:50][CH2:51]1)=[O:56])([CH3:61])([CH3:59])[CH3:60], predict the reactants needed to synthesize it.